From a dataset of Catalyst prediction with 721,799 reactions and 888 catalyst types from USPTO. Predict which catalyst facilitates the given reaction. (1) Reactant: C([Si]([O:8][CH2:9][C:10]1[C:15]([N+:16]([O-:18])=[O:17])=[CH:14][CH:13]=[CH:12][C:11]=1[N:19]=[C:20]=S)(C)C)(C)(C)C.[F-].C([N+:27]([CH2:36][CH2:37][CH2:38][CH3:39])(CCCC)CCCC)CCC.Cl.CN(C)[CH2:43][CH2:44][CH2:45]N=C=NCC.[C:52](#N)[CH3:53]. Product: [C@H:36]1([NH:27][C:20]2[O:8][CH2:9][C:10]3[C:15]([N+:16]([O-:18])=[O:17])=[CH:14][CH:13]=[CH:12][C:11]=3[N:19]=2)[C:37]2[C:38](=[CH:39][CH:43]=[CH:44][CH:45]=2)[CH2:53][CH2:52]1. The catalyst class is: 84. (2) The catalyst class is: 6. Product: [N:34]1[N:33]=[CH:32][N:29]2[CH2:30][CH2:31][N:26]([C:23]3[N:24]=[CH:25][C:20]([NH:19][C:17]([C:10]4[O:9][C:8]([N:4]5[CH2:5][CH2:6][CH2:7][CH:2]([CH3:1])[CH2:3]5)=[N:12][C:11]=4[C:13]([F:15])([F:16])[F:14])=[O:18])=[CH:21][CH:22]=3)[CH2:27][C:28]=12. Reactant: [CH3:1][CH:2]1[CH2:7][CH2:6][CH2:5][N:4]([C:8]2[O:9][C:10]([C:17]([NH:19][C:20]3[CH:21]=[CH:22][C:23]([N:26]4[CH2:31][CH2:30][N:29]5[C:32](C(OCC)=O)=[N:33][N:34]=[C:28]5[CH2:27]4)=[N:24][CH:25]=3)=[O:18])=[C:11]([C:13]([F:16])([F:15])[F:14])[N:12]=2)[CH2:3]1.C1COCC1.CO.[Li+].[OH-].